The task is: Binary Classification. Given a drug SMILES string, predict its activity (active/inactive) in a high-throughput screening assay against a specified biological target.. This data is from M1 muscarinic receptor agonist screen with 61,833 compounds. (1) The molecule is S(c1n(CCCc2ccccc2)c2c(n(c(=O)n(c2=O)C)C)n1)CC(O)C. The result is 0 (inactive). (2) The drug is FC(F)(F)c1cc(N2CCN(CC2)C(=O)Cn2ncc3c2cccc3)ccc1. The result is 0 (inactive). (3) The drug is Brc1cc(CN2CCN(CC2)C)c(O)c(OC)c1. The result is 0 (inactive).